This data is from Catalyst prediction with 721,799 reactions and 888 catalyst types from USPTO. The task is: Predict which catalyst facilitates the given reaction. (1) Product: [CH3:19][C:13]1[C:14]([CH3:18])=[CH:15][CH:16]=[CH:17][C:12]=1[N:11]1[C:7]([S:6][CH2:5][C:4]([OH:20])=[O:3])=[N:8][N:9]=[N:10]1. The catalyst class is: 702. Reactant: C([O:3][C:4](=[O:20])[CH2:5][S:6][C:7]1[N:11]([C:12]2[CH:17]=[CH:16][CH:15]=[C:14]([CH3:18])[C:13]=2[CH3:19])[N:10]=[N:9][N:8]=1)C. (2) Reactant: [CH3:1][C:2]([C:7]1[S:8][CH:9]=[CH:10][CH:11]=1)([CH3:6])[C:3]([OH:5])=[O:4].C1C(=O)N([Br:19])C(=O)C1. Product: [Br:19][C:9]1[S:8][C:7]([C:2]([CH3:1])([CH3:6])[C:3]([OH:5])=[O:4])=[CH:11][CH:10]=1. The catalyst class is: 317.